Dataset: Full USPTO retrosynthesis dataset with 1.9M reactions from patents (1976-2016). Task: Predict the reactants needed to synthesize the given product. (1) Given the product [Cl:15][C:16]1[CH:24]=[C:23]([CH2:25][S:26]([CH3:29])(=[O:28])=[O:27])[CH:22]=[CH:21][C:17]=1[C:18]([NH:6][C:5]1[CH:7]=[CH:8][C:2]([Cl:1])=[C:3]([C:9]2[CH:14]=[CH:13][CH:12]=[CH:11][N:10]=2)[CH:4]=1)=[O:19], predict the reactants needed to synthesize it. The reactants are: [Cl:1][C:2]1[CH:8]=[CH:7][C:5]([NH2:6])=[CH:4][C:3]=1[C:9]1[CH:14]=[CH:13][CH:12]=[CH:11][N:10]=1.[Cl:15][C:16]1[CH:24]=[C:23]([CH2:25][S:26]([CH3:29])(=[O:28])=[O:27])[CH:22]=[CH:21][C:17]=1[C:18](O)=[O:19]. (2) Given the product [CH:1]([C:6]1([OH:16])[C:15]2[C:10](=[CH:11][CH:12]=[CH:13][CH:14]=2)[CH2:9][CH2:8][CH2:7]1)([CH3:3])[CH3:2], predict the reactants needed to synthesize it. The reactants are: [CH:1]([Mg]Cl)([CH3:3])[CH3:2].[C:6]1(=[O:16])[C:15]2[C:10](=[CH:11][CH:12]=[CH:13][CH:14]=2)[CH2:9][CH2:8][CH2:7]1. (3) The reactants are: [NH2:1][C:2]1[CH:7]=[CH:6][C:5]([NH:8][C:9](=[O:11])[CH3:10])=[CH:4][CH:3]=1.Cl[C:13]1[CH:18]=[C:17]([O:19][C:20]2[CH:21]=[C:22]([CH3:33])[C:23]([CH3:32])=[N:24][C:25]=2[C:26]2[CH:31]=[CH:30][CH:29]=[CH:28][N:27]=2)[CH:16]=[CH:15][N:14]=1. Given the product [CH3:33][C:22]1[CH:21]=[C:20]([O:19][C:17]2[CH:16]=[CH:15][N:14]=[C:13]([NH:1][C:2]3[CH:3]=[CH:4][C:5]([NH:8][C:9](=[O:11])[CH3:10])=[CH:6][CH:7]=3)[CH:18]=2)[C:25]([C:26]2[CH:31]=[CH:30][CH:29]=[CH:28][N:27]=2)=[N:24][C:23]=1[CH3:32], predict the reactants needed to synthesize it. (4) Given the product [C:18]([N:10]1[C:11]2[C:16](=[CH:15][C:14]([C:31]3[CH:32]=[CH:33][C:28]([C:26]([O:25][CH2:23][CH3:24])=[O:27])=[CH:29][CH:30]=3)=[CH:13][CH:12]=2)[C@H:7]([NH:6][C:5]([O:4][CH:2]([CH3:3])[CH3:1])=[O:22])[CH2:8][C@@H:9]1[CH3:21])(=[O:20])[CH3:19], predict the reactants needed to synthesize it. The reactants are: [CH3:1][CH:2]([O:4][C:5](=[O:22])[NH:6][C@H:7]1[C:16]2[C:11](=[CH:12][CH:13]=[C:14](Br)[CH:15]=2)[N:10]([C:18](=[O:20])[CH3:19])[C@@H:9]([CH3:21])[CH2:8]1)[CH3:3].[CH2:23]([O:25][C:26]([C:28]1[CH:33]=[CH:32][C:31](B(O)O)=[CH:30][CH:29]=1)=[O:27])[CH3:24].C([O-])([O-])=O.[Na+].[Na+]. (5) Given the product [C:1]1([C:7]2[CH:8]=[C:9]([O:26][B:25]([OH:34])[OH:30])[CH:10]=[C:11]([C:13]3[CH:18]=[CH:17][CH:16]=[CH:15][CH:14]=3)[CH:12]=2)[CH:6]=[CH:5][CH:4]=[CH:3][CH:2]=1, predict the reactants needed to synthesize it. The reactants are: [C:1]1([C:7]2[CH:8]=[C:9](Br)[CH:10]=[C:11]([C:13]3[CH:18]=[CH:17][CH:16]=[CH:15][CH:14]=3)[CH:12]=2)[CH:6]=[CH:5][CH:4]=[CH:3][CH:2]=1.C([Li])CCC.[B:25]([O:34]C(C)C)([O:30]C(C)C)[O:26]C(C)C.Cl. (6) The reactants are: [Br:1][C:2]1[CH:3]=[C:4]2[C:9](=[N:10][C:11]=1[OH:12])[N:8]([C@@H:13]([CH:23]([CH3:25])[CH3:24])[CH2:14][O:15][Si:16]([C:19]([CH3:22])([CH3:21])[CH3:20])([CH3:18])[CH3:17])[CH:7]=[C:6]([C:26]([OH:28])=[O:27])[C:5]2=[O:29].[H-].[Li+].[CH2:32](I)[CH3:33].[CH3:35][CH2:36]OC(C)=O. Given the product [Br:1][C:2]1[CH:3]=[C:4]2[C:9](=[N:10][C:11]=1[O:12][CH2:35][CH3:36])[N:8]([C@@H:13]([CH:23]([CH3:25])[CH3:24])[CH2:14][O:15][Si:16]([C:19]([CH3:22])([CH3:21])[CH3:20])([CH3:18])[CH3:17])[CH:7]=[C:6]([C:26]([O:28][CH2:32][CH3:33])=[O:27])[C:5]2=[O:29], predict the reactants needed to synthesize it. (7) Given the product [CH2:1]([C:3](=[CH:6][CH2:7][C@H:8]1[CH2:12][CH2:11][CH:10]([CH3:13])[C:9]1([CH3:14])[CH3:15])[CH2:4][OH:5])[CH3:2], predict the reactants needed to synthesize it. The reactants are: [CH2:1]([C:3](=[CH:6][CH2:7][C@H:8]1[CH2:12][CH2:11][CH:10]([CH3:13])[C:9]1([CH3:15])[CH3:14])[CH:4]=[O:5])[CH3:2].[BH4-].[Na+].